From a dataset of Full USPTO retrosynthesis dataset with 1.9M reactions from patents (1976-2016). Predict the reactants needed to synthesize the given product. Given the product [ClH:1].[Cl:1][C:2]1[CH:9]=[CH:8][C:5]([C:6]#[N:7])=[C:4]([O:10][C@@H:11]([C:16]2[CH:21]=[CH:20][CH:19]=[CH:18][CH:17]=2)[CH2:12][CH2:13][CH2:14][N:24]([CH2:22][CH3:23])[CH2:25][CH2:26][OH:27])[CH:3]=1, predict the reactants needed to synthesize it. The reactants are: [Cl:1][C:2]1[CH:9]=[CH:8][C:5]([C:6]#[N:7])=[C:4]([O:10][C@@H:11]([C:16]2[CH:21]=[CH:20][CH:19]=[CH:18][CH:17]=2)[CH2:12][CH2:13][CH2:14]I)[CH:3]=1.[CH2:22]([NH:24][CH2:25][CH2:26][OH:27])[CH3:23].Cl.